This data is from Full USPTO retrosynthesis dataset with 1.9M reactions from patents (1976-2016). The task is: Predict the reactants needed to synthesize the given product. (1) Given the product [F:43][C:42]([F:45])([F:44])[C:40]([OH:46])=[O:41].[NH2:7][C@@H:8]([CH:36]([CH3:38])[CH3:37])[C:9]([NH:11][NH:12][C:13](=[O:35])/[CH:14]=[CH:15]\[N:16]1[CH:20]=[N:19][C:18]([C:21]2[CH:22]=[C:23]([C:31]([F:33])([F:34])[F:32])[CH:24]=[C:25]([C:27]([F:29])([F:28])[F:30])[CH:26]=2)=[N:17]1)=[O:10], predict the reactants needed to synthesize it. The reactants are: C(OC(=O)[NH:7][C@@H:8]([CH:36]([CH3:38])[CH3:37])[C:9]([NH:11][NH:12][C:13](=[O:35])/[CH:14]=[CH:15]\[N:16]1[CH:20]=[N:19][C:18]([C:21]2[CH:26]=[C:25]([C:27]([F:30])([F:29])[F:28])[CH:24]=[C:23]([C:31]([F:34])([F:33])[F:32])[CH:22]=2)=[N:17]1)=[O:10])(C)(C)C.[C:40]([OH:46])([C:42]([F:45])([F:44])[F:43])=[O:41]. (2) Given the product [N:24]1[CH:25]=[CH:26][C:21]([C:19]2[NH:18][N:17]=[C:15]([C:13]3[CH:12]=[CH:11][N:10]=[C:9]([C:7]#[N:8])[CH:14]=3)[N:16]=2)=[CH:22][CH:23]=1, predict the reactants needed to synthesize it. The reactants are: O.P(=O)(O)(O)O.[C:7]([C:9]1[CH:14]=[C:13]([C:15]([NH:17][NH:18][C:19]([C:21]2[CH:26]=[CH:25][N:24]=[CH:23][CH:22]=2)=O)=[NH:16])[CH:12]=[CH:11][N:10]=1)#[N:8]. (3) Given the product [F:14][C:13]1[CH:12]=[C:11]([N:15]2[CH2:19][C@H:18]([CH2:20][NH:21][C:22](=[O:24])[CH3:23])[O:17][C:16]2=[O:25])[CH:10]=[C:9]([F:26])[C:8]=1[N:5]1[CH2:4][CH2:3][CH:2]([N:1]2[CH:29]=[CH:33][CH:32]=[CH:31]2)[CH2:7][CH2:6]1, predict the reactants needed to synthesize it. The reactants are: [NH2:1][CH:2]1[CH2:7][CH2:6][N:5]([C:8]2[C:13]([F:14])=[CH:12][C:11]([N:15]3[CH2:19][C@H:18]([CH2:20][NH:21][C:22](=[O:24])[CH3:23])[O:17][C:16]3=[O:25])=[CH:10][C:9]=2[F:26])[CH2:4][CH2:3]1.CO[CH:29]1[CH2:33][CH2:32][CH:31](OC)O1. (4) Given the product [C:1]1([N:7]2[C:15]3[C:10](=[N:11][CH:12]=[CH:13][CH:14]=3)[N:9]=[C:8]2[CH:16]([NH:18][C:20]2[N:28]=[CH:27][N:26]=[C:25]3[C:21]=2[N:22]=[CH:23][NH:24]3)[CH3:17])[CH:2]=[CH:3][CH:4]=[CH:5][CH:6]=1, predict the reactants needed to synthesize it. The reactants are: [C:1]1([N:7]2[C:15]3[C:10](=[N:11][CH:12]=[CH:13][CH:14]=3)[N:9]=[C:8]2[C@@H:16]([NH2:18])[CH3:17])[CH:6]=[CH:5][CH:4]=[CH:3][CH:2]=1.Cl[C:20]1[N:28]=[CH:27][N:26]=[C:25]2[C:21]=1[N:22]=[CH:23][N:24]2C1CCCCO1.CCN(C(C)C)C(C)C. (5) Given the product [CH3:11][O:12][C:13]1[CH:20]=[CH:19][C:16]([CH2:17][S:4][C:3]2[C:2](=[CH:8][CH:7]=[CH:6][CH:5]=2)[C:1]([OH:10])=[O:9])=[CH:15][CH:14]=1, predict the reactants needed to synthesize it. The reactants are: [C:1]([OH:10])(=[O:9])[C:2]1[C:3](=[CH:5][CH:6]=[CH:7][CH:8]=1)[SH:4].[CH3:11][O:12][C:13]1[CH:20]=[CH:19][C:16]([CH2:17]Cl)=[CH:15][CH:14]=1.O. (6) Given the product [N:12]1[CH:13]=[CH:14][CH:15]=[CH:16][C:11]=1[N:7]1[C:8]2[C:4](=[CH:3][C:2]([B:17]3[O:21][C:20]([CH3:23])([CH3:22])[C:19]([CH3:25])([CH3:24])[O:18]3)=[CH:10][CH:9]=2)[CH:5]=[CH:6]1, predict the reactants needed to synthesize it. The reactants are: Br[C:2]1[CH:3]=[C:4]2[C:8](=[CH:9][CH:10]=1)[N:7]([C:11]1[CH:16]=[CH:15][CH:14]=[CH:13][N:12]=1)[CH:6]=[CH:5]2.[B:17]1([B:17]2[O:21][C:20]([CH3:23])([CH3:22])[C:19]([CH3:25])([CH3:24])[O:18]2)[O:21][C:20]([CH3:23])([CH3:22])[C:19]([CH3:25])([CH3:24])[O:18]1.C([O-])(=O)C.[K+].C(Cl)Cl. (7) Given the product [CH3:23][O:24][C:25]([C:27]1[CH:28]=[C:29]2[C:33](=[CH:34][CH:35]=1)[N:32]([CH2:36][C:37](=[O:52])[CH2:38][O:39][C:40]1[CH:45]=[CH:44][C:43]([C:46]3[CH:47]=[CH:48][CH:49]=[CH:50][CH:51]=3)=[CH:42][CH:41]=1)[CH:31]=[C:30]2[C:53](=[O:62])[CH2:54][CH2:55][CH2:56][CH2:57][C:58]([O:60][CH3:61])=[O:59])=[O:26], predict the reactants needed to synthesize it. The reactants are: CC(OI1(OC(C)=O)(OC(C)=O)OC(=O)C2C=CC=CC1=2)=O.[CH3:23][O:24][C:25]([C:27]1[CH:28]=[C:29]2[C:33](=[CH:34][CH:35]=1)[N:32]([CH2:36][CH:37]([OH:52])[CH2:38][O:39][C:40]1[CH:45]=[CH:44][C:43]([C:46]3[CH:51]=[CH:50][CH:49]=[CH:48][CH:47]=3)=[CH:42][CH:41]=1)[CH:31]=[C:30]2[C:53](=[O:62])[CH2:54][CH2:55][CH2:56][CH2:57][C:58]([O:60][CH3:61])=[O:59])=[O:26].S([O-])([O-])(=O)=O.[Na+].[Na+]. (8) Given the product [Br:13][C:9]1[N:8]=[C:7]([CH2:16][OH:17])[CH:12]=[CH:11][CH:10]=1, predict the reactants needed to synthesize it. The reactants are: [Li]CCCC.Br[C:7]1[CH:12]=[CH:11][CH:10]=[C:9]([Br:13])[N:8]=1.CN(C)[CH:16]=[O:17].[BH4-].[Na+]. (9) Given the product [Cl:1][C:2]1[CH:3]=[C:4]([F:37])[C:5]2[N:11]3[CH:12]=[CH:13][CH:14]=[C:10]3[C@@H:9]([CH2:15][CH2:16][N:17]3[C:21]([CH2:22][C:23]([OH:25])=[O:24])=[N:20][CH:19]=[N:18]3)[O:8][C@H:7]([C:26]3[CH:31]=[CH:30][CH:29]=[C:28]([O:32][CH3:33])[C:27]=3[O:34][CH3:35])[C:6]=2[CH:36]=1, predict the reactants needed to synthesize it. The reactants are: [Cl:1][C:2]1[CH:3]=[C:4]([F:37])[C:5]2[N:11]3[CH:12]=[CH:13][CH:14]=[C:10]3[C@@H:9]([CH2:15][CH2:16][N:17]3[C:21]([CH2:22][C:23]([O-:25])=[O:24])=[N:20][CH:19]=[N:18]3)[O:8][C@H:7]([C:26]3[CH:31]=[CH:30][CH:29]=[C:28]([O:32][CH3:33])[C:27]=3[O:34][CH3:35])[C:6]=2[CH:36]=1.C(=O)([O-])[O-].[K+].[K+].Cl.C(OCC)(=O)C.